This data is from Full USPTO retrosynthesis dataset with 1.9M reactions from patents (1976-2016). The task is: Predict the reactants needed to synthesize the given product. The reactants are: [F:1][C:2]1[CH:3]=[C:4]2[C:9](=[CH:10][CH:11]=1)[N:8]=[C:7]([C:12]1[CH:17]=[CH:16][C:15]([C:18]([OH:21])([CH3:20])[CH3:19])=[CH:14][CH:13]=1)[NH:6][C:5]2=[O:22].[OH2:23].[C:24]1([CH3:34])C=CC(S(O)(=O)=O)=CC=1.O. Given the product [F:1][C:2]1[CH:3]=[C:4]2[C:9](=[CH:10][CH:11]=1)[N:8]=[C:7]([C:12]1[CH:13]=[CH:14][C:15]([C:18]([O:21][CH2:34][CH2:24][OH:23])([CH3:20])[CH3:19])=[CH:16][CH:17]=1)[NH:6][C:5]2=[O:22], predict the reactants needed to synthesize it.